Dataset: Reaction yield outcomes from USPTO patents with 853,638 reactions. Task: Predict the reaction yield, written as a fraction of the theoretical maximum amount of product (1.0 means a 100% yield; for example, 0.34 means a 34% yield). (1) The reactants are [Cl:1][C:2]1[CH:3]=[C:4]([NH:8][C:9]2[N:14]=[C:13]([C:15]3[CH:20]=[CH:19][N:18]=[C:17]([C:21](=O)[CH3:22])[CH:16]=3)[CH:12]=[CH:11][N:10]=2)[CH:5]=[CH:6][CH:7]=1.C(O)(=O)C.C([O-])(=O)C.[Na+].[NH:33]([CH2:35][CH2:36][C:37]#[N:38])[NH2:34]. The catalyst is CO. The product is [Cl:1][C:2]1[CH:3]=[C:4]([NH:8][C:9]2[N:14]=[C:13]([C:15]3[CH:20]=[CH:19][N:18]=[C:17]([C:21](=[N:34][NH:33][CH2:35][CH2:36][C:37]#[N:38])[CH3:22])[CH:16]=3)[CH:12]=[CH:11][N:10]=2)[CH:5]=[CH:6][CH:7]=1. The yield is 0.780. (2) The reactants are [CH2:1]([O:8][C:9]1[CH:17]=[CH:16][C:12]([C:13]([OH:15])=O)=[CH:11][C:10]=1[C:18]([NH:20][C:21]1[CH:26]=[C:25]([C:27]([F:30])([F:29])[F:28])[CH:24]=[C:23]([C:31]([F:34])([F:33])[F:32])[CH:22]=1)=[O:19])[C:2]1[CH:7]=[CH:6][CH:5]=[CH:4][CH:3]=1.[NH:35]1[CH2:40][CH2:39][CH2:38][CH2:37][CH2:36]1. No catalyst specified. The product is [CH2:1]([O:8][C:9]1[CH:17]=[CH:16][C:12]([C:13]([N:35]2[CH2:40][CH2:39][CH2:38][CH2:37][CH2:36]2)=[O:15])=[CH:11][C:10]=1[C:18]([NH:20][C:21]1[CH:22]=[C:23]([C:31]([F:34])([F:33])[F:32])[CH:24]=[C:25]([C:27]([F:30])([F:28])[F:29])[CH:26]=1)=[O:19])[C:2]1[CH:7]=[CH:6][CH:5]=[CH:4][CH:3]=1. The yield is 0.564. (3) The reactants are [CH3:1][O:2][C:3](=[O:27])/[C:4](/[C:11]1[CH:16]=[CH:15][C:14]([N:17]2[C:21]([CH3:22])=[N:20][N:19]=[N:18]2)=[C:13]([C:23]([F:26])([F:25])[F:24])[CH:12]=1)=[CH:5]/[CH:6]1[CH2:10][CH2:9][CH2:8][CH2:7]1.[BH4-].[Na+]. The catalyst is CO.O.O.O.O.O.O.[Ni](Cl)Cl. The product is [CH3:1][O:2][C:3](=[O:27])[CH:4]([C:11]1[CH:16]=[CH:15][C:14]([N:17]2[C:21]([CH3:22])=[N:20][N:19]=[N:18]2)=[C:13]([C:23]([F:25])([F:24])[F:26])[CH:12]=1)[CH2:5][CH:6]1[CH2:10][CH2:9][CH2:8][CH2:7]1. The yield is 0.990. (4) The reactants are [F:1][CH:2]([F:37])[O:3][CH2:4][C@H:5]([NH:27][C:28](=[O:36])[CH2:29][N:30]1[CH2:35][CH2:34][O:33][CH2:32][CH2:31]1)[C:6]([NH:8][C@@H:9]([CH2:20][C:21]1[CH:26]=[CH:25][CH:24]=[CH:23][CH:22]=1)[C:10]([O:12]CC1C=CC=CC=1)=[O:11])=[O:7]. The catalyst is C1COCC1.[Pd]. The product is [F:37][CH:2]([F:1])[O:3][CH2:4][C@H:5]([NH:27][C:28](=[O:36])[CH2:29][N:30]1[CH2:31][CH2:32][O:33][CH2:34][CH2:35]1)[C:6]([NH:8][C@@H:9]([CH2:20][C:21]1[CH:26]=[CH:25][CH:24]=[CH:23][CH:22]=1)[C:10]([OH:12])=[O:11])=[O:7]. The yield is 1.00. (5) The reactants are [F:1][C:2]1([F:14])[CH2:5][C:4]([CH2:12][F:13])([C:6]([O:8]C(C)C)=[O:7])[CH2:3]1.[OH-].[Na+]. The catalyst is C(O)C. The product is [F:1][C:2]1([F:14])[CH2:3][C:4]([CH2:12][F:13])([C:6]([OH:8])=[O:7])[CH2:5]1. The yield is 0.600. (6) The reactants are [Cl:1][C:2]1[C:7]([F:8])=[C:6](I)[CH:5]=[CH:4][N:3]=1.[Cl:10][C:11]1[CH:19]=[CH:18][CH:17]=[C:16]([N+:20]([O-:22])=[O:21])[C:12]=1[C:13]([NH2:15])=[O:14].C(N)CN.[O-]P([O-])([O-])=O.[K+].[K+].[K+]. The catalyst is O1CCOCC1.[Cu]I. The product is [Cl:10][C:11]1[CH:19]=[CH:18][CH:17]=[C:16]([N+:20]([O-:22])=[O:21])[C:12]=1[C:13]([NH:15][C:6]1[CH:5]=[CH:4][N:3]=[C:2]([Cl:1])[C:7]=1[F:8])=[O:14]. The yield is 0.310.